This data is from Reaction yield outcomes from USPTO patents with 853,638 reactions. The task is: Predict the reaction yield, written as a fraction of the theoretical maximum amount of product (1.0 means a 100% yield; for example, 0.34 means a 34% yield). (1) The reactants are [H-].[Na+].[CH3:3][NH:4][C:5]1[N:9]([CH3:10])[C:8]([C:11]2[CH:16]=[CH:15][N:14]=[CH:13][CH:12]=2)=[N:7][N:6]=1.Cl[CH2:18][C:19]1[N:23]=[C:22]([C:24]2[CH:29]=[CH:28][CH:27]=[C:26]([Cl:30])[CH:25]=2)[O:21][N:20]=1. The catalyst is CN(C=O)C. The product is [Cl:30][C:26]1[CH:25]=[C:24]([C:22]2[O:21][N:20]=[C:19]([CH2:18][N:4]([CH3:3])[C:5]3[N:9]([CH3:10])[C:8]([C:11]4[CH:16]=[CH:15][N:14]=[CH:13][CH:12]=4)=[N:7][N:6]=3)[N:23]=2)[CH:29]=[CH:28][CH:27]=1. The yield is 0.540. (2) The reactants are N([CH:4]([NH2:13])[C:5]1[CH:10]=[CH:9][C:8]([Br:11])=[CH:7][C:6]=1[F:12])=[N+]=[N-].[C:14]1(P(C2C=CC=CC=2)C2C=CC=CC=2)C=CC=CC=1.Cl. The catalyst is C1COCC1. The product is [F:12][C:6]1[CH:7]=[C:8]([Br:11])[CH:9]=[CH:10][C:5]=1[CH:4]([NH2:13])[CH3:14]. The yield is 0.300. (3) The reactants are [Si]([O:8][C@@H:9]1[CH2:13][C:12](=[O:14])[N:11]([C:15]2[CH:22]=[CH:21][C:18]([C:19]#[N:20])=[C:17]([Cl:23])[C:16]=2[CH3:24])[C@H:10]1[CH2:25][CH3:26])(C(C)(C)C)(C)C.CO.Cl.C(=O)([O-])O.[Na+]. The catalyst is O1CCCC1. The product is [Cl:23][C:17]1[C:16]([CH3:24])=[C:15]([N:11]2[C:12](=[O:14])[CH2:13][C@@H:9]([OH:8])[C@@H:10]2[CH2:25][CH3:26])[CH:22]=[CH:21][C:18]=1[C:19]#[N:20]. The yield is 0.490. (4) The reactants are [OH:1][C:2]1[CH:10]=[CH:9][C:5]([CH2:6][CH2:7]Br)=[CH:4][CH:3]=1.[CH3:11][NH2:12]. The catalyst is CO. The product is [CH3:11][NH:12][CH2:7][CH2:6][C:5]1[CH:9]=[CH:10][C:2]([OH:1])=[CH:3][CH:4]=1. The yield is 0.800. (5) The reactants are [F:1][C@H:2]1[CH2:4][C@H:3]1[C:5]([NH:7][C:8]1[N:9]=[CH:10][C:11]2[C:16]([CH:17]=1)=[CH:15][CH:14]=[C:13](B1OC(C)(C)C(C)(C)O1)[CH:12]=2)=[O:6].Br[C:28]1[C:29]([CH3:40])=[CH:30][C:31]([CH:34](N)[C:35](F)([F:37])[F:36])=[N:32][CH:33]=1.C(=O)([O-])[O-:42].[K+].[K+].O1CCOCC1.O.[BH4-].[Na+]. The catalyst is C(OCC)(=O)C.CC(P(C(C)(C)C)C1C=CC(N(C)C)=CC=1)(C)C.CC(P(C(C)(C)C)C1C=CC(N(C)C)=CC=1)(C)C.Cl[Pd]Cl. The product is [F:36][CH:35]([F:37])[CH:34]([C:31]1[N:32]=[CH:33][C:28]([C:13]2[CH:12]=[C:11]3[C:16]([CH:17]=[C:8]([NH:7][C:5]([C@@H:3]4[CH2:4][C@@H:2]4[F:1])=[O:6])[N:9]=[CH:10]3)=[CH:15][CH:14]=2)=[C:29]([CH3:40])[CH:30]=1)[OH:42]. The yield is 0.280. (6) The reactants are [Cl:1][C:2]1[N:7]=[C:6]([Cl:8])[CH:5]=[CH:4][N:3]=1.Cl.[CH:10]12[O:17][CH:14]([CH2:15][CH2:16]1)[CH2:13][NH:12][CH2:11]2.CCN(CC)CC. The catalyst is CCO. The product is [Cl:1][C:2]1[N:7]=[C:6]([N:12]2[CH2:11][CH:10]3[O:17][CH:14]([CH2:15][CH2:16]3)[CH2:13]2)[CH:5]=[CH:4][N:3]=1.[Cl:8][C:6]1[CH:5]=[CH:4][N:3]=[C:2]([N:12]2[CH2:11][CH:10]3[O:17][CH:14]([CH2:15][CH2:16]3)[CH2:13]2)[N:7]=1. The yield is 0.890.